Predict the product of the given reaction. From a dataset of Forward reaction prediction with 1.9M reactions from USPTO patents (1976-2016). (1) Given the reactants [Br:1][C:2]1[C:10]2[N:9]=[C:8](Cl)[N:7]([CH3:12])[C:6]=2[C:5]([N:13]([CH2:17][CH2:18][CH3:19])[CH2:14][CH2:15][CH3:16])=[CH:4][CH:3]=1.[C:20]1([CH3:29])[CH:25]=[C:24]([CH3:26])[CH:23]=[C:22]([CH3:27])[C:21]=1[NH2:28], predict the reaction product. The product is: [Br:1][C:2]1[C:10]2[N:9]=[C:8]([NH:28][C:21]3[C:22]([CH3:27])=[CH:23][C:24]([CH3:26])=[CH:25][C:20]=3[CH3:29])[N:7]([CH3:12])[C:6]=2[C:5]([N:13]([CH2:17][CH2:18][CH3:19])[CH2:14][CH2:15][CH3:16])=[CH:4][CH:3]=1. (2) The product is: [CH3:31][O:30][CH2:29][CH2:28][CH2:27][CH2:26][C:25]1[N:24]([C:32]2[CH:33]=[CH:34][CH:35]=[CH:36][CH:37]=2)[N:23]=[N:22][C:21]=1[C:19]([N:14]([C@H:12]1[CH2:11][C@@H:10]([C:38]2[O:40][C:42]([CH3:41])=[N:43][N:44]=2)[CH2:9][NH:8][CH2:13]1)[CH2:15][CH:16]([CH3:17])[CH3:18])=[O:20]. Given the reactants C(OC([N:8]1[CH2:13][C@@H:12]([N:14]([C:19]([C:21]2[N:22]=[N:23][N:24]([C:32]3[CH:37]=[CH:36][CH:35]=[CH:34][CH:33]=3)[C:25]=2[CH2:26][CH2:27][CH2:28][CH2:29][O:30][CH3:31])=[O:20])[CH2:15][CH:16]([CH3:18])[CH3:17])[CH2:11][C@@H:10]([C:38]([OH:40])=O)[CH2:9]1)=O)(C)(C)C.[CH3:41][C:42]1NN=[N:44][N:43]=1.C1(N=C=NC2CCCCC2)CCCCC1.O, predict the reaction product. (3) Given the reactants [F:1][C:2]([F:7])([F:6])[C:3]([NH2:5])=[O:4].CC(C)([O-])C.[Na+].BrN1C(C)(C)C(=O)N(Br)C1=O.[F:25][C:26]1[CH:31]=[CH:30][C:29]([C:32]2[N:37]=[CH:36][N:35]=[C:34]([NH:38][C:39]3[CH:44]=[C:43]([CH2:45][S:46][CH3:47])[CH:42]=[C:41]([CH3:48])[N:40]=3)[CH:33]=2)=[C:28]([O:49][CH3:50])[CH:27]=1.S([O-])([O-])=O.[Na+].[Na+], predict the reaction product. The product is: [F:1][C:2]([F:7])([F:6])[C:3]([N:5]=[S:46]([CH2:45][C:43]1[CH:42]=[C:41]([CH3:48])[N:40]=[C:39]([NH:38][C:34]2[CH:33]=[C:32]([C:29]3[CH:30]=[CH:31][C:26]([F:25])=[CH:27][C:28]=3[O:49][CH3:50])[N:37]=[CH:36][N:35]=2)[CH:44]=1)[CH3:47])=[O:4]. (4) Given the reactants [CH3:1][C:2]1([CH3:19])[CH2:7][O:6][P:5]([CH2:9][C:10]2[CH:18]=[CH:17][C:13]([C:14](O)=[O:15])=[CH:12][CH:11]=2)(=[O:8])[O:4][CH2:3]1.C(OC(=O)[NH:26][C:27]1[CH:32]=[CH:31][C:30]([C:33]2[S:34][CH:35]=[CH:36][CH:37]=2)=[CH:29][C:28]=1[NH2:38])(C)(C)C.C(Cl)CCl.C1C=CC2N(O)N=NC=2C=1.CCN(C(C)C)C(C)C, predict the reaction product. The product is: [NH2:26][C:27]1[CH:32]=[CH:31][C:30]([C:33]2[S:34][CH:35]=[CH:36][CH:37]=2)=[CH:29][C:28]=1[NH:38][C:14](=[O:15])[C:13]1[CH:17]=[CH:18][C:10]([CH2:9][P:5]2(=[O:8])[O:6][CH2:7][C:2]([CH3:19])([CH3:1])[CH2:3][O:4]2)=[CH:11][CH:12]=1. (5) Given the reactants [OH:1][C:2]1[CH:15]=[CH:14][C:5]2[N:6]=[C:7]([C:9]([O:11][CH2:12][CH3:13])=[O:10])[S:8][C:4]=2[CH:3]=1.C(=O)([O-])[O-].[K+].[K+].[CH2:22](Br)[C:23]#[CH:24].O, predict the reaction product. The product is: [CH2:24]([O:1][C:2]1[CH:15]=[CH:14][C:5]2[N:6]=[C:7]([C:9]([O:11][CH2:12][CH3:13])=[O:10])[S:8][C:4]=2[CH:3]=1)[C:23]#[CH:22]. (6) The product is: [Cl:5][S:6]([C:16]1[CH:17]=[C:11]([C:12]([OH:13])=[CH:14][CH:15]=1)[C:10]([O:19][CH3:20])=[O:18])(=[O:9])=[O:7]. Given the reactants O=S(Cl)Cl.[Cl:5][S:6]([OH:9])(=O)=[O:7].[C:10]([O:19][CH3:20])(=[O:18])[C:11]1[C:12](=[CH:14][CH:15]=[CH:16][CH:17]=1)[OH:13], predict the reaction product. (7) The product is: [C:1]([O:5][C:6](=[O:19])[CH2:7][CH2:8][C:9]1[C:10]([CH3:18])=[CH:11][C:12]([C:16](=[NH:17])[NH:21][OH:22])=[CH:13][C:14]=1[CH3:15])([CH3:4])([CH3:3])[CH3:2]. Given the reactants [C:1]([O:5][C:6](=[O:19])[CH2:7][CH2:8][C:9]1[C:14]([CH3:15])=[CH:13][C:12]([C:16]#[N:17])=[CH:11][C:10]=1[CH3:18])([CH3:4])([CH3:3])[CH3:2].Cl.[NH2:21][OH:22].C(N(CC)CC)C, predict the reaction product. (8) The product is: [F:18][C:15]([F:16])([F:17])[C:10]1[CH:11]=[C:12]2[C:7](=[CH:8][CH:9]=1)[CH2:6][NH:5][CH2:14][CH2:13]2. Given the reactants FC(F)(F)C([N:5]1[CH2:14][CH2:13][C:12]2[C:7](=[CH:8][CH:9]=[C:10]([C:15]([F:18])([F:17])[F:16])[CH:11]=2)[CH2:6]1)=O.[OH-].[Na+], predict the reaction product. (9) Given the reactants [F:1][C:2]1[CH:3]=[C:4]([CH2:13][OH:14])[CH:5]=[C:6]([F:12])[C:7]=1[O:8][CH:9]([CH3:11])[CH3:10].Cl[C:16]1[CH:27]=[C:20]2[N:21]([CH3:26])[C@@H:22]([CH3:25])[CH2:23][CH2:24][N:19]2[C:18](=[O:28])[N:17]=1, predict the reaction product. The product is: [F:1][C:2]1[CH:3]=[C:4]([CH:5]=[C:6]([F:12])[C:7]=1[O:8][CH:9]([CH3:11])[CH3:10])[CH2:13][O:14][C:16]1[CH:27]=[C:20]2[N:21]([CH3:26])[C@@H:22]([CH3:25])[CH2:23][CH2:24][N:19]2[C:18](=[O:28])[N:17]=1. (10) Given the reactants [C:1]([N:4]([CH2:22][C@@H:23]1[O:27][C:26](=[O:28])[N:25]([C:29]2[CH:34]=[CH:33][C:32]([N:35]3[CH2:42][C:41]4[C:37](=[N:38][N:39]([CH3:43])[CH:40]=4)[CH2:36]3)=[C:31]([F:44])[CH:30]=2)[CH2:24]1)[C:5]([O:7][CH2:8][O:9][C:10](=[O:21])[CH2:11][N:12](C(OC(C)(C)C)=O)[CH3:13])=[O:6])(=[O:3])[CH3:2].Cl.CCOCC, predict the reaction product. The product is: [C:1]([N:4]([CH2:22][C@@H:23]1[O:27][C:26](=[O:28])[N:25]([C:29]2[CH:34]=[CH:33][C:32]([N:35]3[CH2:42][C:41]4[C:37](=[N:38][N:39]([CH3:43])[CH:40]=4)[CH2:36]3)=[C:31]([F:44])[CH:30]=2)[CH2:24]1)[C:5]([O:7][CH2:8][O:9][C:10](=[O:21])[CH2:11][NH:12][CH3:13])=[O:6])(=[O:3])[CH3:2].